This data is from Reaction yield outcomes from USPTO patents with 853,638 reactions. The task is: Predict the reaction yield, written as a fraction of the theoretical maximum amount of product (1.0 means a 100% yield; for example, 0.34 means a 34% yield). (1) The reactants are F[C:2]1[CH:41]=[CH:40][C:5]([C:6]([NH:8][C@](C2C=CC(F)=C(OC)C=2)(C2C=C(OC(F)(F)C(F)F)C=C(F)C=2)CC2C=CC=CC=2)=[O:7])=[CH:4][C:3]=1[C:42]([F:45])([F:44])[F:43].B(Br)(Br)Br. The catalyst is C(Cl)Cl. The product is [F:43][C:42]([F:44])([F:45])[C:3]1[CH:4]=[C:5]([CH:40]=[CH:41][CH:2]=1)[C:6]([NH2:8])=[O:7]. The yield is 1.00. (2) The reactants are Cl[C:2]1[CH:11]=[CH:10][C:9]2[C:4](=[CH:5][CH:6]=[CH:7][CH:8]=2)[N:3]=1.[CH3:12][N:13]1[CH2:18][CH2:17][NH:16][CH2:15][CH2:14]1. The catalyst is O. The product is [CH3:12][N:13]1[CH2:18][CH2:17][N:16]([C:2]2[CH:11]=[CH:10][C:9]3[C:4](=[CH:5][CH:6]=[CH:7][CH:8]=3)[N:3]=2)[CH2:15][CH2:14]1. The yield is 0.600. (3) The reactants are [Br:1][C:2]1[N:3]=[C:4]([NH:9][CH2:10][C:11]2[C:16]([Cl:17])=[CH:15][CH:14]=[CH:13][C:12]=2[Cl:18])[C:5]([NH2:8])=[N:6][CH:7]=1.[C:27](O[C:27]([O:29][C:30]([CH3:33])([CH3:32])[CH3:31])=[O:28])([O:29][C:30]([CH3:33])([CH3:32])[CH3:31])=[O:28].[OH2:34]. The catalyst is ClCCCl.CN(C1C=CN=CC=1)C. The product is [Br:1][C:2]1[N:3]=[C:4]([N:9]([C:27]([O:29][C:30]([CH3:31])([CH3:32])[CH3:33])=[O:28])[CH2:10][C:11]2[C:12]([Cl:18])=[CH:13][CH:14]=[CH:15][C:16]=2[Cl:17])[C:5]([N:8]([C:27]([O:29][C:30]([CH3:33])([CH3:32])[CH3:31])=[O:28])[C:27]([O:29][C:30]([CH3:33])([CH3:31])[CH3:32])=[O:34])=[N:6][CH:7]=1. The yield is 0.570.